From a dataset of Forward reaction prediction with 1.9M reactions from USPTO patents (1976-2016). Predict the product of the given reaction. Given the reactants [CH:1]([Mg]Br)=[CH2:2].[Cl:5][CH2:6][CH2:7][C:8]([C:10]1[CH:15]=[CH:14][CH:13]=[CH:12][CH:11]=1)=[O:9], predict the reaction product. The product is: [Cl:5][CH2:6][CH2:7][C:8]([C:10]1[CH:15]=[CH:14][CH:13]=[CH:12][CH:11]=1)([OH:9])[CH:1]=[CH2:2].